Dataset: Forward reaction prediction with 1.9M reactions from USPTO patents (1976-2016). Task: Predict the product of the given reaction. (1) Given the reactants [NH:1]1[CH:5]=[CH:4][CH:3]=[C:2]1[C:6]([O:8][CH2:9][CH3:10])=[O:7].[Al+3].[Cl-].[Cl-].[Cl-].[C:15](Cl)(=[O:17])[CH3:16].CO, predict the reaction product. The product is: [C:15]([C:4]1[CH:3]=[C:2]([C:6]([O:8][CH2:9][CH3:10])=[O:7])[NH:1][CH:5]=1)(=[O:17])[CH3:16]. (2) The product is: [CH2:1]([O:3][C:4]([C:6]1[CH:10]=[C:9]([C:11]([OH:13])=[O:12])[N:8]([CH2:16][C:17]([O:19][C:20]([CH3:21])([CH3:23])[CH3:22])=[O:18])[N:7]=1)=[O:5])[CH3:2].[CH2:1]([O:3][C:4]([C:6]1[CH:10]=[C:9]([C:11]([O:13][CH2:14][CH3:15])=[O:12])[N:8]([CH2:16][C:17]([O:19][C:20]([CH3:22])([CH3:21])[CH3:23])=[O:18])[N:7]=1)=[O:5])[CH3:2]. Given the reactants [CH2:1]([O:3][C:4]([C:6]1[CH:10]=[C:9]([C:11]([O:13][CH2:14][CH3:15])=[O:12])[N:8]([CH2:16][C:17]([O:19][C:20]([CH3:23])([CH3:22])[CH3:21])=[O:18])[N:7]=1)=[O:5])[CH3:2].[Li+].[OH-].Cl, predict the reaction product. (3) Given the reactants [CH3:1][O:2][C:3](=[O:13])[C@@H:4]([NH2:12])[CH2:5][CH:6]1[CH2:11][CH2:10][CH2:9][CH2:8][CH2:7]1.C(N(CC)C(C)C)(C)C.C([O:25][C:26](=O)/[CH:27]=[C:28](/[O:31][C:32]1[CH:37]=[C:36]([Cl:38])[CH:35]=[CH:34][C:33]=1[Cl:39])\[CH2:29]Br)C, predict the reaction product. The product is: [CH3:1][O:2][C:3](=[O:13])[C@@H:4]([N:12]1[CH2:29][C:28]([O:31][C:32]2[CH:37]=[C:36]([Cl:38])[CH:35]=[CH:34][C:33]=2[Cl:39])=[CH:27][C:26]1=[O:25])[CH2:5][CH:6]1[CH2:11][CH2:10][CH2:9][CH2:8][CH2:7]1. (4) Given the reactants [F:1][C:2]1[CH:11]=[C:10]([C:12](=[O:14])[CH3:13])[C:9]([N:15]2[CH2:20][CH2:19][NH:18][CH2:17][CH2:16]2)=[C:8]2[C:3]=1[CH:4]=[CH:5][CH:6]=[N:7]2.[CH3:21][N:22]1[CH:26]=[C:25]([C:27](Cl)=[O:28])[CH:24]=[N:23]1.C(N(CC)CC)C, predict the reaction product. The product is: [F:1][C:2]1[CH:11]=[C:10]([C:12](=[O:14])[CH3:13])[C:9]([N:15]2[CH2:16][CH2:17][N:18]([C:27]([C:25]3[CH:24]=[N:23][N:22]([CH3:21])[CH:26]=3)=[O:28])[CH2:19][CH2:20]2)=[C:8]2[C:3]=1[CH:4]=[CH:5][CH:6]=[N:7]2. (5) Given the reactants [NH2:1][C:2]1[CH:3]=[CH:4][C:5]2[CH2:11][CH2:10][CH2:9][C:8](=[O:12])[NH:7][C:6]=2[CH:13]=1.Cl[C:15]1[N:20]=[C:19]([NH:21][C:22]2[C:31]([F:32])=[CH:30][C:29]([F:33])=[CH:28][C:23]=2[C:24]([NH:26][CH3:27])=[O:25])[C:18]([Cl:34])=[CH:17][N:16]=1, predict the reaction product. The product is: [Cl:34][C:18]1[C:19]([NH:21][C:22]2[C:31]([F:32])=[CH:30][C:29]([F:33])=[CH:28][C:23]=2[C:24]([NH:26][CH3:27])=[O:25])=[N:20][C:15]([NH:1][C:2]2[CH:3]=[CH:4][C:5]3[CH2:11][CH2:10][CH2:9][C:8](=[O:12])[NH:7][C:6]=3[CH:13]=2)=[N:16][CH:17]=1. (6) Given the reactants [C:1]([C:4]1[CH:9]=[CH:8][C:7]([S:10]([NH:13][C:14]2[CH:19]=[CH:18][C:17]([Cl:20])=[CH:16][C:15]=2[N:21]2[C:29]3[C:24](=[N:25][CH:26]=[CH:27][CH:28]=3)[N:23]=[N:22]2)(=[O:12])=[O:11])=[CH:6][CH:5]=1)(=O)[CH3:2].Cl.[NH2:31][OH:32].C1COCC1, predict the reaction product. The product is: [Cl:20][C:17]1[CH:18]=[CH:19][C:14]([NH:13][S:10]([C:7]2[CH:6]=[CH:5][C:4](/[C:1](=[N:31]/[OH:32])/[CH3:2])=[CH:9][CH:8]=2)(=[O:12])=[O:11])=[C:15]([N:21]2[C:29]3[C:24](=[N:25][CH:26]=[CH:27][CH:28]=3)[N:23]=[N:22]2)[CH:16]=1. (7) Given the reactants [CH2:1]([N:8]1[C:12]2=[N:13][C:14](S(C)(=O)=O)=[N:15][CH:16]=[C:11]2[C:10]([Br:21])=[N:9]1)[C:2]1[CH:7]=[CH:6][CH:5]=[CH:4][CH:3]=1.[NH2:22][CH2:23][CH2:24][N:25]1[CH2:30][CH2:29][O:28][CH2:27][CH2:26]1, predict the reaction product. The product is: [CH2:1]([N:8]1[C:12]2=[N:13][C:14]([NH:22][CH2:23][CH2:24][N:25]3[CH2:30][CH2:29][O:28][CH2:27][CH2:26]3)=[N:15][CH:16]=[C:11]2[C:10]([Br:21])=[N:9]1)[C:2]1[CH:7]=[CH:6][CH:5]=[CH:4][CH:3]=1.